Task: Regression. Given two drug SMILES strings and cell line genomic features, predict the synergy score measuring deviation from expected non-interaction effect.. Dataset: NCI-60 drug combinations with 297,098 pairs across 59 cell lines (1) Drug 1: CS(=O)(=O)C1=CC(=C(C=C1)C(=O)NC2=CC(=C(C=C2)Cl)C3=CC=CC=N3)Cl. Drug 2: CCCCC(=O)OCC(=O)C1(CC(C2=C(C1)C(=C3C(=C2O)C(=O)C4=C(C3=O)C=CC=C4OC)O)OC5CC(C(C(O5)C)O)NC(=O)C(F)(F)F)O. Cell line: SR. Synergy scores: CSS=32.7, Synergy_ZIP=-0.297, Synergy_Bliss=4.26, Synergy_Loewe=0.484, Synergy_HSA=7.96. (2) Drug 1: CC1C(C(CC(O1)OC2CC(CC3=C2C(=C4C(=C3O)C(=O)C5=C(C4=O)C(=CC=C5)OC)O)(C(=O)C)O)N)O.Cl. Drug 2: COCCOC1=C(C=C2C(=C1)C(=NC=N2)NC3=CC=CC(=C3)C#C)OCCOC.Cl. Cell line: SR. Synergy scores: CSS=65.9, Synergy_ZIP=9.69, Synergy_Bliss=12.8, Synergy_Loewe=-29.7, Synergy_HSA=13.0. (3) Drug 1: CC1=C(C(CCC1)(C)C)C=CC(=CC=CC(=CC(=O)O)C)C. Drug 2: C1=CC=C(C(=C1)C(C2=CC=C(C=C2)Cl)C(Cl)Cl)Cl. Cell line: UO-31. Synergy scores: CSS=3.91, Synergy_ZIP=0.241, Synergy_Bliss=3.07, Synergy_Loewe=1.74, Synergy_HSA=2.06. (4) Drug 1: CC1CCC2CC(C(=CC=CC=CC(CC(C(=O)C(C(C(=CC(C(=O)CC(OC(=O)C3CCCCN3C(=O)C(=O)C1(O2)O)C(C)CC4CCC(C(C4)OC)OCCO)C)C)O)OC)C)C)C)OC. Drug 2: C1CNP(=O)(OC1)N(CCCl)CCCl. Cell line: HOP-62. Synergy scores: CSS=12.0, Synergy_ZIP=-1.83, Synergy_Bliss=0.608, Synergy_Loewe=-95.3, Synergy_HSA=-4.77. (5) Drug 1: C(CN)CNCCSP(=O)(O)O. Drug 2: CC1C(C(CC(O1)OC2CC(CC3=C2C(=C4C(=C3O)C(=O)C5=CC=CC=C5C4=O)O)(C(=O)C)O)N)O. Cell line: SF-539. Synergy scores: CSS=40.4, Synergy_ZIP=1.03, Synergy_Bliss=1.76, Synergy_Loewe=-60.6, Synergy_HSA=1.39. (6) Drug 1: C1=CC=C(C=C1)NC(=O)CCCCCCC(=O)NO. Drug 2: CCC1(C2=C(COC1=O)C(=O)N3CC4=CC5=C(C=CC(=C5CN(C)C)O)N=C4C3=C2)O.Cl. Cell line: RXF 393. Synergy scores: CSS=18.4, Synergy_ZIP=-6.57, Synergy_Bliss=-4.34, Synergy_Loewe=-26.2, Synergy_HSA=-2.46. (7) Cell line: NCIH23. Drug 1: CCC1=CC2CC(C3=C(CN(C2)C1)C4=CC=CC=C4N3)(C5=C(C=C6C(=C5)C78CCN9C7C(C=CC9)(C(C(C8N6C)(C(=O)OC)O)OC(=O)C)CC)OC)C(=O)OC.C(C(C(=O)O)O)(C(=O)O)O. Synergy scores: CSS=44.4, Synergy_ZIP=-6.42, Synergy_Bliss=-9.97, Synergy_Loewe=-7.91, Synergy_HSA=-5.91. Drug 2: C1=C(C(=O)NC(=O)N1)F. (8) Synergy scores: CSS=57.7, Synergy_ZIP=2.02, Synergy_Bliss=3.16, Synergy_Loewe=-45.4, Synergy_HSA=4.72. Cell line: NCIH23. Drug 1: C1=CN(C(=O)N=C1N)C2C(C(C(O2)CO)O)O.Cl. Drug 2: C1CN(P(=O)(OC1)NCCCl)CCCl. (9) Drug 1: CC1=CC2C(CCC3(C2CCC3(C(=O)C)OC(=O)C)C)C4(C1=CC(=O)CC4)C. Drug 2: CN(C)N=NC1=C(NC=N1)C(=O)N. Cell line: T-47D. Synergy scores: CSS=17.5, Synergy_ZIP=3.79, Synergy_Bliss=8.72, Synergy_Loewe=7.90, Synergy_HSA=8.98.